This data is from Catalyst prediction with 721,799 reactions and 888 catalyst types from USPTO. The task is: Predict which catalyst facilitates the given reaction. (1) The catalyst class is: 12. Reactant: Br[C:2]1[CH:7]=[CH:6][CH:5]=[CH:4][CH:3]=1.[C:8]1(B(O)O)[CH:13]=[CH:12][CH:11]=[CH:10][CH:9]=1.C(=O)([O-])[O-].[K+].[K+]. Product: [C:2]1([C:8]2[CH:13]=[CH:12][CH:11]=[CH:10][CH:9]=2)[CH:7]=[CH:6][CH:5]=[CH:4][CH:3]=1. (2) Reactant: [Cl:1][C:2]1[C:6]([NH2:7])=[CH:5][N:4]([C:8]2[CH:9]=[N:10][CH:11]=[CH:12][CH:13]=2)[N:3]=1.C(OCC)(=O)C.C(=O)(O)[O-].[Na+].[F:25][C:26]([F:36])([F:35])[CH2:27][CH2:28][S:29][CH2:30][CH2:31][C:32](Cl)=[O:33]. Product: [Cl:1][C:2]1[C:6]([NH:7][C:32](=[O:33])[CH2:31][CH2:30][S:29][CH2:28][CH2:27][C:26]([F:25])([F:35])[F:36])=[CH:5][N:4]([C:8]2[CH:9]=[N:10][CH:11]=[CH:12][CH:13]=2)[N:3]=1. The catalyst class is: 6. (3) Reactant: [N+:1]([C:4]1[C:5]([N:9]2[C:17](=[O:18])[C:16]3[C:11](=[CH:12][CH:13]=[CH:14][CH:15]=3)[C:10]2=[O:19])=[N:6][NH:7][CH:8]=1)([O-])=O. Product: [NH2:1][C:4]1[C:5]([N:9]2[C:17](=[O:18])[C:16]3[C:11](=[CH:12][CH:13]=[CH:14][CH:15]=3)[C:10]2=[O:19])=[N:6][NH:7][CH:8]=1. The catalyst class is: 394. (4) Reactant: [Cl:1][C:2]1[CH:7]=[CH:6][C:5](B(O)O)=[CH:4][CH:3]=1.C(=O)([O-])[O-].[K+].[K+].[CH:17]12[CH2:22][CH:21]1[CH2:20][N:19]([CH2:23][C:24]1[S:25][CH:26]=[C:27](Br)[N:28]=1)[CH2:18]2.C(O)C. Product: [CH:17]12[CH2:22][CH:21]1[CH2:20][N:19]([CH2:23][C:24]1[S:25][CH:26]=[C:27]([C:5]3[CH:6]=[CH:7][C:2]([Cl:1])=[CH:3][CH:4]=3)[N:28]=1)[CH2:18]2. The catalyst class is: 11. (5) Reactant: Cl[C:2]1[CH:3]=[CH:4][C:5]2[N:6]([CH:8]=[N:9][N:10]=2)[N:7]=1.[NH2:11][CH2:12][CH2:13][CH2:14][CH2:15][CH2:16][CH2:17][OH:18]. Product: [OH:18][CH2:17][CH2:16][CH2:15][CH2:14][CH2:13][CH2:12][NH:11][C:2]1[CH:3]=[CH:4][C:5]2[N:6]([CH:8]=[N:9][N:10]=2)[N:7]=1. The catalyst class is: 8.